Dataset: Forward reaction prediction with 1.9M reactions from USPTO patents (1976-2016). Task: Predict the product of the given reaction. (1) Given the reactants C[N:2]1[CH:7]=[C:6]([N+:8]([O-:10])=[O:9])[CH:5]=[C:4]([N+]([O-])=O)[C:3]1=O.[OH:15][C@H:16]1[CH2:21]CC(=O)[CH2:18][C@H:17]1[NH:23][C:24](=[O:30])[O:25][C:26]([CH3:29])([CH3:28])[CH3:27], predict the reaction product. The product is: [OH:15][C@H:16]1[C@@H:17]([NH:23][C:24](=[O:30])[O:25][C:26]([CH3:27])([CH3:29])[CH3:28])[CH2:18][C:3]2[N:2]=[CH:7][C:6]([N+:8]([O-:10])=[O:9])=[CH:5][C:4]=2[CH2:21]1. (2) Given the reactants [C:1]([O:5][C@@H:6]([C:11]1[C:40]([CH3:41])=[CH:39][C:38]2=[N:42][C:35]3=[CH:36][N:37]2[C:12]=1[N:13]1[CH2:48][CH2:47][C:16]([CH3:49])([O:17][CH2:18][CH2:19][CH2:20][CH2:21][C@H:22]([CH3:46])[O:23][C:24]2[CH:25]=[C:26]([CH3:45])[C:27]([F:44])=[CH:28][C:29]=2[C:30]2[CH:43]=[C:34]3[CH:33]=[CH:32][CH:31]=2)[CH2:15][CH2:14]1)[C:7]([O:9][CH3:10])=[O:8])([CH3:4])([CH3:3])[CH3:2].C1C(=O)N([Cl:57])C(=O)C1, predict the reaction product. The product is: [C:1]([O:5][C@@H:6]([C:11]1[C:40]([CH3:41])=[CH:39][C:38]2=[N:42][C:35]3=[C:36]([Cl:57])[N:37]2[C:12]=1[N:13]1[CH2:48][CH2:47][C:16]([CH3:49])([O:17][CH2:18][CH2:19][CH2:20][CH2:21][C@H:22]([CH3:46])[O:23][C:24]2[CH:25]=[C:26]([CH3:45])[C:27]([F:44])=[CH:28][C:29]=2[C:30]2[CH:43]=[C:34]3[CH:33]=[CH:32][CH:31]=2)[CH2:15][CH2:14]1)[C:7]([O:9][CH3:10])=[O:8])([CH3:4])([CH3:2])[CH3:3].